This data is from Forward reaction prediction with 1.9M reactions from USPTO patents (1976-2016). The task is: Predict the product of the given reaction. (1) Given the reactants [NH:1]1[CH2:4][CH:3]([NH:5][C:6](=[O:12])[O:7][C:8]([CH3:11])([CH3:10])[CH3:9])[CH2:2]1.[O:13]1[CH2:17][CH2:16][C:15](=O)[CH2:14]1.C(O[BH-](OC(=O)C)OC(=O)C)(=O)C.[Na+].C([O-])(O)=O.[Na+], predict the reaction product. The product is: [O:13]1[CH2:17][CH2:16][CH:15]([N:1]2[CH2:4][CH:3]([NH:5][C:6](=[O:12])[O:7][C:8]([CH3:9])([CH3:11])[CH3:10])[CH2:2]2)[CH2:14]1. (2) The product is: [Cl:29][C@@H:12]1[CH2:11][CH2:10][CH2:14][CH2:9][N:8]([CH2:7][CH2:6][C:5]2[CH:4]=[CH:3][C:2]([Cl:1])=[CH:17][CH:16]=2)[CH2:13]1. Given the reactants [Cl:1][C:2]1[CH:17]=[CH:16][C:5]([CH2:6][CH2:7][N:8]2[CH2:13][CH2:12][CH2:11][CH2:10][C@@H:9]2[CH2:14]O)=[CH:4][CH:3]=1.C(N(CC)CC)C.CS([Cl:29])(=O)=O.C(=O)([O-])O.[Na+], predict the reaction product. (3) Given the reactants [F:1][C:2]1[CH:3]=[C:4]([CH2:8][CH2:9][NH:10][C:11]2[S:12][CH2:13][C:14](=[O:16])[N:15]=2)[CH:5]=[CH:6][CH:7]=1.C(O[Na])(C)=O.[CH:22]([O:25][C:26]1[CH:27]=[CH:28][N:29]=[C:30]2[C:35]=1[N:34]=[C:33]([CH:36]=O)[CH:32]=[CH:31]2)([CH3:24])[CH3:23], predict the reaction product. The product is: [F:1][C:2]1[CH:3]=[C:4]([CH2:8][CH2:9][NH:10][C:11]2[S:12][C:13](=[CH:36][C:33]3[CH:32]=[CH:31][C:30]4[C:35](=[C:26]([O:25][CH:22]([CH3:24])[CH3:23])[CH:27]=[CH:28][N:29]=4)[N:34]=3)[C:14](=[O:16])[N:15]=2)[CH:5]=[CH:6][CH:7]=1. (4) Given the reactants [NH2:1][C:2]1[CH:7]=[CH:6][CH:5]=[CH:4][C:3]=1[C:8]1[CH:13]=[CH:12][C:11]([C:14]([OH:16])=[O:15])=[CH:10][CH:9]=1.C([O-])(O)=[O:18].[Na+].OOS([O-])=O.[K+].CCCCCC.[OH2:34].CC(C)=O, predict the reaction product. The product is: [N+:1]([C:2]1[CH:7]=[CH:6][CH:5]=[CH:4][C:3]=1[C:8]1[CH:13]=[CH:12][C:11]([C:14]([OH:16])=[O:15])=[CH:10][CH:9]=1)([O-:18])=[O:34]. (5) The product is: [CH:1]1([NH:4][C:5](=[O:32])[CH2:6][N:7]2[C:16]3[C:11](=[N:12][CH:13]=[C:14]([CH2:17][C:18]4[CH:23]=[CH:22][C:21]([F:24])=[CH:20][CH:19]=4)[CH:15]=3)[C:10]([OH:25])=[C:9]([C:26]([NH:36][CH2:35][CH2:33][OH:34])=[O:27])[C:8]2=[O:31])[CH2:2][CH2:3]1. Given the reactants [CH:1]1([NH:4][C:5](=[O:32])[CH2:6][N:7]2[C:16]3[C:11](=[N:12][CH:13]=[C:14]([CH2:17][C:18]4[CH:23]=[CH:22][C:21]([F:24])=[CH:20][CH:19]=4)[CH:15]=3)[C:10]([OH:25])=[C:9]([C:26](OCC)=[O:27])[C:8]2=[O:31])[CH2:3][CH2:2]1.[CH2:33]([CH2:35][NH2:36])[OH:34], predict the reaction product. (6) Given the reactants C=O.S([O-])([O-])(=O)=O.[Na+].[Na+].[CH3:10][CH2:11][O:12][Si:13](OCC)(OCC)[CH2:14][CH2:15][CH2:16][NH2:17].C1[C:33]2[C:28](=[CH:29][CH:30]=[CH:31][CH:32]=2)[CH:27]=[CH:26][C:25]=1[OH:34], predict the reaction product. The product is: [CH2:11]([O:12][SiH3:13])[CH3:10].[CH:15]1[C:14]2[C:29]3[C:28]([CH:27]=[CH:26][C:25]=2[O:34][NH:17][CH:16]=1)=[CH:33][CH:32]=[CH:31][CH:30]=3. (7) Given the reactants [CH2:1]([O:3][C:4](=[O:18])[CH:5]([O:15][CH2:16][CH3:17])[CH2:6][C:7]1[CH:12]=[CH:11][C:10]([OH:13])=[CH:9][C:8]=1[CH3:14])[CH3:2].[CH3:19][O:20][C:21]1[CH:22]=[C:23]([C:27]2[S:28][C:29]([CH2:33]O)=[C:30]([CH3:32])[N:31]=2)[CH:24]=[CH:25][CH:26]=1.COC1C=C(C=CC=1)C(N)=S.ClC(C(C)=O)C(OCC)=O.C1(P(C2C=CC=CC=2)C2C=CC=CC=2)C=CC=CC=1.N(C(OC(C)(C)C)=O)=NC(OC(C)(C)C)=O, predict the reaction product. The product is: [CH2:1]([O:3][C:4](=[O:18])[CH:5]([O:15][CH2:16][CH3:17])[CH2:6][C:7]1[CH:12]=[CH:11][C:10]([O:13][CH2:33][C:29]2[S:28][C:27]([C:23]3[CH:24]=[CH:25][CH:26]=[C:21]([O:20][CH3:19])[CH:22]=3)=[N:31][C:30]=2[CH3:32])=[CH:9][C:8]=1[CH3:14])[CH3:2]. (8) Given the reactants [Cl:1][C:2]1[CH:10]=[CH:9][C:5]([CH2:6][CH2:7][NH2:8])=[CH:4][CH:3]=1.N1C=CC=CC=1.[F:17][C:18]([F:29])([F:28])[C:19](O[C:19](=[O:20])[C:18]([F:29])([F:28])[F:17])=[O:20], predict the reaction product. The product is: [F:17][C:18]([F:29])([F:28])[C:19]([NH:8][CH2:7][CH2:6][C:5]1[CH:9]=[CH:10][C:2]([Cl:1])=[CH:3][CH:4]=1)=[O:20]. (9) The product is: [C:1]([O:5][C:6](=[O:23])[N:7]([C:9]([C:15]1[CH:20]=[CH:19][C:18]([Cl:21])=[C:17]([Cl:22])[CH:16]=1)([CH:13]=[O:14])[CH2:10][CH:11]=[CH2:12])[CH3:8])([CH3:2])([CH3:3])[CH3:4]. Given the reactants [C:1]([O:5][C:6](=[O:23])[N:7]([C:9]([C:15]1[CH:20]=[CH:19][C:18]([Cl:21])=[C:17]([Cl:22])[CH:16]=1)([CH2:13][OH:14])[CH2:10][CH:11]=[CH2:12])[CH3:8])([CH3:4])([CH3:3])[CH3:2].C(N(CC)CC)C.N1C=CC=CC=1.S(=O)(=O)=O, predict the reaction product.